Predict the product of the given reaction. From a dataset of Forward reaction prediction with 1.9M reactions from USPTO patents (1976-2016). (1) Given the reactants [Cl:1][C:2]1[CH:7]=[CH:6][CH:5]=[C:4]([Cl:8])[C:3]=1[CH:9]1[O:13][N:12]=[C:11]([C:14]2[CH:19]=[CH:18][CH:17]=[C:16]([N+:20]([O-])=O)[CH:15]=2)[CH2:10]1.[Cl-].[NH4+], predict the reaction product. The product is: [NH2:20][C:16]1[CH:15]=[C:14]([C:11]2[CH2:10][CH:9]([C:3]3[C:4]([Cl:8])=[CH:5][CH:6]=[CH:7][C:2]=3[Cl:1])[O:13][N:12]=2)[CH:19]=[CH:18][CH:17]=1. (2) Given the reactants [CH3:1][N:2]1[CH2:7][CH2:6][N:5]([C:8]([C:10]2[CH:15]=[CH:14][CH:13]=[C:12]([C:16]3[C:25]4[C:20](=[CH:21][CH:22]=[C:23](B5OC(C)(C)C(C)(C)O5)[CH:24]=4)[N:19]=[CH:18][N:17]=3)[CH:11]=2)=[O:9])[CH2:4][CH2:3]1.Br[C:36]1[CH:37]=[CH:38][C:39]([O:45][CH3:46])=[C:40]([CH:44]=1)[C:41]([OH:43])=[O:42].COCCOC.C([O-])([O-])=O.[Na+].[Na+], predict the reaction product. The product is: [CH3:46][O:45][C:39]1[CH:38]=[CH:37][C:36]([C:23]2[CH:24]=[C:25]3[C:20](=[CH:21][CH:22]=2)[N:19]=[CH:18][N:17]=[C:16]3[C:12]2[CH:13]=[CH:14][CH:15]=[C:10]([C:8]([N:5]3[CH2:6][CH2:7][N:2]([CH3:1])[CH2:3][CH2:4]3)=[O:9])[CH:11]=2)=[CH:44][C:40]=1[C:41]([OH:43])=[O:42]. (3) Given the reactants CON(C)[C:4](=[O:15])[C@@H:5]([NH:7][C:8](=[O:14])[O:9][C:10]([CH3:13])([CH3:12])[CH3:11])[CH3:6].[CH:17]([Mg]Cl)([CH3:19])[CH3:18].[CH3:22][CH2:23][O:24][C:25](C)=[O:26].[CH2:28]1COC[CH2:29]1, predict the reaction product. The product is: [O:24]1[C:23]2[CH:22]=[C:28]([C:4](=[O:15])[C@@H:5]([NH:7][C:8](=[O:14])[O:9][C:10]([CH3:11])([CH3:12])[CH3:13])[CH3:6])[CH:29]=[CH:19][C:17]=2[CH2:18][O:26][CH2:25]1. (4) The product is: [F:1][C:2]1[CH:3]=[C:4]([C:8]2[C@:9]3([CH2:25][CH2:24][C@H:23]4[C@@H:14]([CH2:15][CH2:16][C:17]5[CH:18]=[C:19]([C:26]([NH:33][CH2:32][CH2:31][O:30][CH3:29])=[O:27])[CH:20]=[CH:21][C:22]=54)[C@@H:11]3[CH2:12][CH:13]=2)[CH3:10])[CH:5]=[N:6][CH:7]=1. Given the reactants [F:1][C:2]1[CH:3]=[C:4]([C:8]2[C@:9]3([CH2:25][CH2:24][C@H:23]4[C@@H:14]([CH2:15][CH2:16][C:17]5[CH:18]=[C:19]([C:26](O)=[O:27])[CH:20]=[CH:21][C:22]=54)[C@@H:11]3[CH2:12][CH:13]=2)[CH3:10])[CH:5]=[N:6][CH:7]=1.[CH3:29][O:30][CH2:31][CH2:32][NH2:33], predict the reaction product. (5) The product is: [CH3:32][C:31]([OH:34])([C:26]1[CH:27]=[CH:28][CH:29]=[CH:30][C:25]=1[CH2:24][CH2:23][C@@H:22]([S:35][CH2:36][C:37]1([CH2:44][C:43]([OH:1])=[O:45])[CH2:39][CH2:38]1)[C:18]1[CH:19]=[CH:20][CH:21]=[C:16](/[CH:15]=[CH:14]/[C:10]2[CH:9]=[CH:8][C:7]3[CH:6]=[CH:5][C:4]([Cl:3])=[CH:13][C:12]=3[N:11]=2)[CH:17]=1)[CH3:33]. Given the reactants [OH-:1].[Na+].[Cl:3][C:4]1[CH:13]=[C:12]2[C:7]([CH:8]=[CH:9][C:10](/[CH:14]=[CH:15]/[C:16]3[CH:17]=[C:18]([C@H:22]([S:35][CH2:36][C:37]4(CC#N)[CH2:39][CH2:38]4)[CH2:23][CH2:24][C:25]4[CH:30]=[CH:29][CH:28]=[CH:27][C:26]=4[C:31]([OH:34])([CH3:33])[CH3:32])[CH:19]=[CH:20][CH:21]=3)=[N:11]2)=[CH:6][CH:5]=1.[CH2:43]([OH:45])[CH3:44], predict the reaction product. (6) Given the reactants I[C:2]1[CH:7]=[CH:6][CH:5]=[CH:4][CH:3]=1.N1C2C(=CC=C3C=2N=CC=C3)C=CC=1.[Cl:22][C:23]1[CH:28]=[CH:27][CH:26]=[C:25]([Cl:29])[CH:24]=1.C(O[Li])(C)(C)C, predict the reaction product. The product is: [Cl:22][C:23]1[CH:28]=[CH:27][CH:26]=[C:25]([Cl:29])[C:24]=1[C:2]1[CH:7]=[CH:6][CH:5]=[CH:4][CH:3]=1. (7) Given the reactants [ClH:1].C(N(CC)CCNC(C1C=CC2C(=CC=C(I)C=2)C=1)=O)C.[CH2:23]([N:25]([CH2:42][CH3:43])[CH2:26][CH2:27][NH:28][C:29]([C:31]1[CH:40]=[CH:39][C:38]2[C:33](=[C:34]([I:41])[CH:35]=[N:36][CH:37]=2)[N:32]=1)=[O:30])[CH3:24].[K+].[Br-], predict the reaction product. The product is: [ClH:1].[ClH:1].[CH2:42]([N:25]([CH2:23][CH3:24])[CH2:26][CH2:27][NH:28][C:29]([C:31]1[CH:40]=[CH:39][C:38]2[C:33](=[C:34]([I:41])[CH:35]=[N:36][CH:37]=2)[N:32]=1)=[O:30])[CH3:43].